This data is from NCI-60 drug combinations with 297,098 pairs across 59 cell lines. The task is: Regression. Given two drug SMILES strings and cell line genomic features, predict the synergy score measuring deviation from expected non-interaction effect. (1) Drug 1: C1=CC(=CC=C1CCCC(=O)O)N(CCCl)CCCl. Drug 2: CC(C)NC(=O)C1=CC=C(C=C1)CNNC.Cl. Cell line: SF-268. Synergy scores: CSS=42.1, Synergy_ZIP=2.78, Synergy_Bliss=1.28, Synergy_Loewe=-6.03, Synergy_HSA=-2.14. (2) Drug 1: CN(CC1=CN=C2C(=N1)C(=NC(=N2)N)N)C3=CC=C(C=C3)C(=O)NC(CCC(=O)O)C(=O)O. Drug 2: CC(C)CN1C=NC2=C1C3=CC=CC=C3N=C2N. Cell line: CCRF-CEM. Synergy scores: CSS=44.1, Synergy_ZIP=3.41, Synergy_Bliss=1.89, Synergy_Loewe=-9.11, Synergy_HSA=0.348. (3) Drug 1: COC1=NC(=NC2=C1N=CN2C3C(C(C(O3)CO)O)O)N. Drug 2: COC1=C2C(=CC3=C1OC=C3)C=CC(=O)O2. Cell line: U251. Synergy scores: CSS=-2.06, Synergy_ZIP=3.68, Synergy_Bliss=2.01, Synergy_Loewe=0.143, Synergy_HSA=-1.95. (4) Drug 1: CC1=C(C=C(C=C1)NC(=O)C2=CC=C(C=C2)CN3CCN(CC3)C)NC4=NC=CC(=N4)C5=CN=CC=C5. Drug 2: COC1=C2C(=CC3=C1OC=C3)C=CC(=O)O2. Cell line: NCI-H226. Synergy scores: CSS=-3.85, Synergy_ZIP=1.36, Synergy_Bliss=-0.0730, Synergy_Loewe=-2.58, Synergy_HSA=-3.07. (5) Cell line: A498. Synergy scores: CSS=36.6, Synergy_ZIP=-7.64, Synergy_Bliss=-3.84, Synergy_Loewe=-1.38, Synergy_HSA=-0.828. Drug 1: CC12CCC3C(C1CCC2=O)CC(=C)C4=CC(=O)C=CC34C. Drug 2: CC1CCC2CC(C(=CC=CC=CC(CC(C(=O)C(C(C(=CC(C(=O)CC(OC(=O)C3CCCCN3C(=O)C(=O)C1(O2)O)C(C)CC4CCC(C(C4)OC)O)C)C)O)OC)C)C)C)OC. (6) Drug 1: C1CCC(CC1)NC(=O)N(CCCl)N=O. Drug 2: C(CCl)NC(=O)N(CCCl)N=O. Cell line: HOP-92. Synergy scores: CSS=29.6, Synergy_ZIP=-7.20, Synergy_Bliss=0.426, Synergy_Loewe=0.522, Synergy_HSA=2.02.